From a dataset of Reaction yield outcomes from USPTO patents with 853,638 reactions. Predict the reaction yield, written as a fraction of the theoretical maximum amount of product (1.0 means a 100% yield; for example, 0.34 means a 34% yield). The reactants are [CH3:1][N:2]([CH3:32])[C:3]([C:5]1[N:26]([CH:27]2[CH2:31][CH2:30][CH2:29][CH2:28]2)[C:8]2[N:9]=[C:10]([NH:13][C:14]3[CH:19]=[CH:18][C:17]([N:20]4[CH2:25][CH2:24][NH:23][CH2:22][CH2:21]4)=[CH:16][N:15]=3)[N:11]=[CH:12][C:7]=2[CH:6]=1)=[O:4].[CH2:33]1[O:35][C@H:34]1[CH2:36][OH:37]. No catalyst specified. The product is [CH3:1][N:2]([CH3:32])[C:3]([C:5]1[N:26]([CH:27]2[CH2:31][CH2:30][CH2:29][CH2:28]2)[C:8]2[N:9]=[C:10]([NH:13][C:14]3[CH:19]=[CH:18][C:17]([N:20]4[CH2:21][CH2:22][N:23]([CH2:33][C@H:34]([OH:35])[CH2:36][OH:37])[CH2:24][CH2:25]4)=[CH:16][N:15]=3)[N:11]=[CH:12][C:7]=2[CH:6]=1)=[O:4]. The yield is 0.500.